Task: Regression. Given a peptide amino acid sequence and an MHC pseudo amino acid sequence, predict their binding affinity value. This is MHC class I binding data.. Dataset: Peptide-MHC class I binding affinity with 185,985 pairs from IEDB/IMGT (1) The peptide sequence is KLITQPLPA. The MHC is HLA-B57:01 with pseudo-sequence HLA-B57:01. The binding affinity (normalized) is 0.0847. (2) The binding affinity (normalized) is 0.0847. The peptide sequence is YYLEKANKI. The MHC is HLA-B48:01 with pseudo-sequence HLA-B48:01.